Dataset: NCI-60 drug combinations with 297,098 pairs across 59 cell lines. Task: Regression. Given two drug SMILES strings and cell line genomic features, predict the synergy score measuring deviation from expected non-interaction effect. (1) Drug 1: CN(CC1=CN=C2C(=N1)C(=NC(=N2)N)N)C3=CC=C(C=C3)C(=O)NC(CCC(=O)O)C(=O)O. Drug 2: C1C(C(OC1N2C=NC3=C(N=C(N=C32)Cl)N)CO)O. Cell line: T-47D. Synergy scores: CSS=23.7, Synergy_ZIP=0.595, Synergy_Bliss=5.90, Synergy_Loewe=-4.49, Synergy_HSA=-3.28. (2) Drug 1: CC1C(C(CC(O1)OC2CC(CC3=C2C(=C4C(=C3O)C(=O)C5=C(C4=O)C(=CC=C5)OC)O)(C(=O)C)O)N)O.Cl. Drug 2: CC1C(C(CC(O1)OC2CC(CC3=C2C(=C4C(=C3O)C(=O)C5=C(C4=O)C(=CC=C5)OC)O)(C(=O)CO)O)N)O.Cl. Cell line: MCF7. Synergy scores: CSS=43.3, Synergy_ZIP=5.67, Synergy_Bliss=4.83, Synergy_Loewe=-1.76, Synergy_HSA=5.35. (3) Drug 1: CC(C1=C(C=CC(=C1Cl)F)Cl)OC2=C(N=CC(=C2)C3=CN(N=C3)C4CCNCC4)N. Drug 2: C(=O)(N)NO. Cell line: SK-MEL-28. Synergy scores: CSS=-1.50, Synergy_ZIP=1.75, Synergy_Bliss=1.82, Synergy_Loewe=-4.61, Synergy_HSA=-2.60. (4) Drug 1: C1=CN(C=N1)CC(O)(P(=O)(O)O)P(=O)(O)O. Drug 2: C1CN(P(=O)(OC1)NCCCl)CCCl. Cell line: HL-60(TB). Synergy scores: CSS=1.55, Synergy_ZIP=3.29, Synergy_Bliss=-2.78, Synergy_Loewe=2.55, Synergy_HSA=-4.63.